This data is from Catalyst prediction with 721,799 reactions and 888 catalyst types from USPTO. The task is: Predict which catalyst facilitates the given reaction. (1) Reactant: [Cl:1][C:2]1[C:10]2[C:9]([N:11]3[CH2:16][CH2:15][CH:14]([NH:17][C:18](=[O:25])[C:19]4[CH:24]=[CH:23][CH:22]=[CH:21][CH:20]=4)[CH2:13][CH2:12]3)=[N:8][CH:7]=[N:6][C:5]=2[N:4](S(C2C=CC=CC=2)(=O)=O)[CH:3]=1.C[O-].[Na+]. Product: [Cl:1][C:2]1[C:10]2[C:5]([NH:6][CH:7]=[N:8][C:9]=2[N:11]2[CH2:16][CH2:15][CH:14]([NH:17][C:18](=[O:25])[C:19]3[CH:24]=[CH:23][CH:22]=[CH:21][CH:20]=3)[CH2:13][CH2:12]2)=[N:4][CH:3]=1. The catalyst class is: 5. (2) Reactant: [OH:1][C:2]1[CH:28]=[CH:27][C:5]([CH2:6][C@@H:7]2[CH2:12][N:11]([C:13]([O:15][C:16]([CH3:19])([CH3:18])[CH3:17])=[O:14])[CH2:10][CH2:9][N:8]2[C:20]([O:22][C:23]([CH3:26])([CH3:25])[CH3:24])=[O:21])=[CH:4][CH:3]=1.[F:29][C:30]([F:45])([F:44])[S:31](OC1C=CC([N+]([O-])=O)=CC=1)(=[O:33])=[O:32].C(=O)([O-])[O-].[K+].[K+].O. Product: [F:29][C:30]([F:45])([F:44])[S:31]([O:1][C:2]1[CH:28]=[CH:27][C:5]([CH2:6][C@@H:7]2[CH2:12][N:11]([C:13]([O:15][C:16]([CH3:18])([CH3:19])[CH3:17])=[O:14])[CH2:10][CH2:9][N:8]2[C:20]([O:22][C:23]([CH3:26])([CH3:25])[CH3:24])=[O:21])=[CH:4][CH:3]=1)(=[O:33])=[O:32]. The catalyst class is: 3. (3) Reactant: [CH:1]1([CH:7]2[CH2:12][CH:11]([C:13]3[CH:18]=[CH:17][CH:16]=[CH:15][CH:14]=3)[CH2:10][CH2:9][N:8]2C(OCC2C=CC=CC=2)=O)[CH2:6][CH2:5][CH2:4][CH2:3][CH2:2]1. Product: [CH:1]1([C@@H:7]2[CH2:12][C@H:11]([C:13]3[CH:18]=[CH:17][CH:16]=[CH:15][CH:14]=3)[CH2:10][CH2:9][NH:8]2)[CH2:2][CH2:3][CH2:4][CH2:5][CH2:6]1. The catalyst class is: 50. (4) Reactant: [Cl:1]/[CH:2]=[CH:3]/[C:4]([OH:6])=O.[N:7]1[C:16]2[C:11](=[CH:12][CH:13]=[CH:14][CH:15]=2)[CH:10]=[C:9]([C:17]2[C:18]3[C:30]([NH2:31])=[N:29][CH:28]=[N:27][C:19]=3[N:20]3[C:25]=2[CH2:24][CH2:23][CH:22]([NH2:26])[CH2:21]3)[CH:8]=1.Cl.CN(C)CCCN=C=NCC.C(=O)(O)[O-].[Na+]. Product: [NH2:31][C:30]1[C:18]2[C:17]([C:9]3[CH:8]=[N:7][C:16]4[C:11]([CH:10]=3)=[CH:12][CH:13]=[CH:14][CH:15]=4)=[C:25]3[N:20]([C:19]=2[N:27]=[CH:28][N:29]=1)[CH2:21][C@@H:22]([NH:26][C:4](=[O:6])/[CH:3]=[CH:2]/[Cl:1])[CH2:23][CH2:24]3. The catalyst class is: 3. (5) Reactant: C(=O)([O-])[O-].[Cs+].[Cs+].[CH3:7][O:8][C:9]1[CH:16]=[CH:15][C:12]([CH2:13]Cl)=[CH:11][CH:10]=1.[NH2:17][C:18]1[NH:22][N:21]=[C:20]([C:23]([O:25][CH2:26][CH3:27])=[O:24])[C:19]=1[CH2:28][C:29]1[CH:34]=[CH:33][CH:32]=[CH:31][CH:30]=1. Product: [NH2:17][C:18]1[C:19]([CH2:28][C:29]2[CH:34]=[CH:33][CH:32]=[CH:31][CH:30]=2)=[C:20]([C:23]([O:25][CH2:26][CH3:27])=[O:24])[N:21]([CH2:13][C:12]2[CH:15]=[CH:16][C:9]([O:8][CH3:7])=[CH:10][CH:11]=2)[N:22]=1. The catalyst class is: 9.